Dataset: Catalyst prediction with 721,799 reactions and 888 catalyst types from USPTO. Task: Predict which catalyst facilitates the given reaction. (1) Reactant: Cl.[NH2:2][O:3][CH2:4][C:5]1[NH:25][C:8]2=[C:9]3[C:14](=[CH:15][CH:16]=[C:7]2[C:6]=1[C:26](O)=[O:27])[CH:13]=[N:12][C:11](/[CH:17]=[CH:18]/[C:19]1[CH:24]=[CH:23][CH:22]=[CH:21][CH:20]=1)=[CH:10]3.C1C=CC2N(O)N=NC=2C=1.CN(C)CCCN=C=NCC. Product: [CH:17](/[C:11]1[N:12]=[CH:13][C:14]2[C:9]([CH:10]=1)=[C:8]1[C:7](=[CH:16][CH:15]=2)[C:6]2[C:26](=[O:27])[NH:2][O:3][CH2:4][C:5]=2[NH:25]1)=[CH:18]\[C:19]1[CH:24]=[CH:23][CH:22]=[CH:21][CH:20]=1. The catalyst class is: 85. (2) Product: [Cl:1][C:2]1[C:7]([O:8][CH3:9])=[CH:6][C:5]([O:10][CH3:11])=[CH:4][C:3]=1[C:12]1[C:24](=[O:25])[N:23]([CH2:26][CH2:27][N:28]2[CH2:33][CH2:32][N:31]([C:34]([O:36][C:37]([CH3:40])([CH3:39])[CH3:38])=[O:35])[CH2:30][CH2:29]2)[C:15]2[N:16]=[C:17]([NH:43][CH3:42])[N:18]=[CH:19][C:14]=2[CH:13]=1. The catalyst class is: 148. Reactant: [Cl:1][C:2]1[C:7]([O:8][CH3:9])=[CH:6][C:5]([O:10][CH3:11])=[CH:4][C:3]=1[C:12]1[C:24](=[O:25])[N:23]([CH2:26][CH2:27][N:28]2[CH2:33][CH2:32][N:31]([C:34]([O:36][C:37]([CH3:40])([CH3:39])[CH3:38])=[O:35])[CH2:30][CH2:29]2)[C:15]2[N:16]=[C:17](S(C)=O)[N:18]=[CH:19][C:14]=2[CH:13]=1.C[CH2:42][N:43](C(C)C)C(C)C.Cl.CN.O.